Dataset: Forward reaction prediction with 1.9M reactions from USPTO patents (1976-2016). Task: Predict the product of the given reaction. (1) Given the reactants O=[C:2]([CH2:9][CH2:10][CH2:11][CH3:12])[CH2:3][C:4](OCC)=[O:5].S(O)(O)(=O)=O.[CH3:18][S:19][C:20](=[NH:22])[NH2:21].C(=O)([O-])[O-].[Na+].[Na+], predict the reaction product. The product is: [CH2:9]([C:2]1[N:21]=[C:20]([S:19][CH3:18])[NH:22][C:4](=[O:5])[CH:3]=1)[CH2:10][CH2:11][CH3:12]. (2) Given the reactants [CH2:1]([O:3][C:4]([C:6]1[NH:14][C:13]2[CH:12]=[C:11]([Cl:15])[N:10]=[C:9]([Cl:16])[C:8]=2[CH:7]=1)=[O:5])[CH3:2].[CH:17]([O:20][C:21]1[CH:26]=[CH:25][C:24](B(O)O)=[CH:23][CH:22]=1)([CH3:19])[CH3:18], predict the reaction product. The product is: [CH2:1]([O:3][C:4]([C:6]1[N:14]([C:24]2[CH:25]=[CH:26][C:21]([O:20][CH:17]([CH3:19])[CH3:18])=[CH:22][CH:23]=2)[C:13]2[CH:12]=[C:11]([Cl:15])[N:10]=[C:9]([Cl:16])[C:8]=2[CH:7]=1)=[O:5])[CH3:2].